This data is from Catalyst prediction with 721,799 reactions and 888 catalyst types from USPTO. The task is: Predict which catalyst facilitates the given reaction. (1) Reactant: [CH3:1][O:2][C:3](=[O:24])[C:4]1[CH:9]=[CH:8][C:7]([S:10][C:11]2[CH:16]=[CH:15][C:14]([CH2:17][O:18]COC)=[C:13]([CH3:22])[N:12]=2)=[CH:6][C:5]=1[CH3:23].CO. Product: [CH3:1][O:2][C:3](=[O:24])[C:4]1[CH:9]=[CH:8][C:7]([S:10][C:11]2[CH:16]=[CH:15][C:14]([CH2:17][OH:18])=[C:13]([CH3:22])[N:12]=2)=[CH:6][C:5]=1[CH3:23]. The catalyst class is: 33. (2) Reactant: C(NC(C)C)(C)C.C([Li])CCC.CCCCCC.[N:19]1([C:30]([O:32][C:33]([CH3:36])([CH3:35])[CH3:34])=[O:31])[CH2:24][CH2:23][CH2:22][CH:21]([C:25]([O:27][CH2:28][CH3:29])=[O:26])[CH2:20]1.[C:37](Cl)(=[O:40])[O:38][CH3:39].[Cl-].[NH4+]. Product: [N:19]1([C:30]([O:32][C:33]([CH3:35])([CH3:34])[CH3:36])=[O:31])[CH2:24][CH2:23][CH2:22][C:21]([C:37]([O:38][CH3:39])=[O:40])([C:25]([O:27][CH2:28][CH3:29])=[O:26])[CH2:20]1. The catalyst class is: 7. (3) Reactant: [CH3:1][C:2]1([CH3:13])[CH:6]([C:7]([O:9][CH2:10][CH3:11])=[O:8])[CH2:5][C:4](=S)[NH:3]1.C(O)C. Product: [CH3:1][C:2]1([CH3:13])[CH:6]([C:7]([O:9][CH2:10][CH3:11])=[O:8])[CH2:5][CH2:4][NH:3]1. The catalyst class is: 7. (4) Reactant: [F:1][C:2]([F:24])([C:18]1[CH:23]=[CH:22][CH:21]=[CH:20][CH:19]=1)[CH2:3][N:4]1[CH:8]=[C:7]([C:9]2[S:10][C:11]([C:15](O)=[O:16])=[C:12]([CH3:14])[N:13]=2)[N:6]=[N:5]1.Cl.CN(C)CCCN=C=NCC.C(N(CC)C(C)C)(C)C.ON1C2C=CC=CC=2N=N1.[NH2:56][CH2:57][C:58]1[CH:59]=[N:60][CH:61]=[CH:62][CH:63]=1. Product: [F:1][C:2]([F:24])([C:18]1[CH:23]=[CH:22][CH:21]=[CH:20][CH:19]=1)[CH2:3][N:4]1[CH:8]=[C:7]([C:9]2[S:10][C:11]([C:15]([NH:56][CH2:57][C:58]3[CH:59]=[N:60][CH:61]=[CH:62][CH:63]=3)=[O:16])=[C:12]([CH3:14])[N:13]=2)[N:6]=[N:5]1. The catalyst class is: 42. (5) Reactant: [OH:1][CH2:2][C:3]1[CH:4]=[C:5]2[C:9](=[CH:10][CH:11]=1)[N:8]([C:12]([O:14][C:15]([CH3:18])([CH3:17])[CH3:16])=[O:13])[CH2:7][CH2:6]2. Product: [CH:2]([C:3]1[CH:4]=[C:5]2[C:9](=[CH:10][CH:11]=1)[N:8]([C:12]([O:14][C:15]([CH3:18])([CH3:17])[CH3:16])=[O:13])[CH2:7][CH2:6]2)=[O:1]. The catalyst class is: 485. (6) Reactant: [F:1][CH:2]([F:27])[O:3][C:4]1[CH:9]=[CH:8][C:7]([C:10]2[O:11][CH:12]=[C:13]([CH2:15][CH2:16][C:17]([C:19]3[C:24]([CH3:25])=[CH:23][CH:22]=[CH:21][N:20]=3)=[O:18])[N:14]=2)=[CH:6][C:5]=1[OH:26].N12CCCN=C1CC[CH2:31][CH2:30][CH2:29]2.C(Br)C=C.O. Product: [CH2:31]([O:26][C:5]1[CH:6]=[C:7]([C:10]2[O:11][CH:12]=[C:13]([CH2:15][CH2:16][C:17]([C:19]3[C:24]([CH3:25])=[CH:23][CH:22]=[CH:21][N:20]=3)=[O:18])[N:14]=2)[CH:8]=[CH:9][C:4]=1[O:3][CH:2]([F:1])[F:27])[CH:30]=[CH2:29]. The catalyst class is: 162.